Dataset: Catalyst prediction with 721,799 reactions and 888 catalyst types from USPTO. Task: Predict which catalyst facilitates the given reaction. (1) Reactant: [H-].[Na+].[CH3:3][C:4]1[N:5]=[CH:6][NH:7][C:8]=1[CH3:9].[CH3:10][Si:11]([CH2:14][CH2:15][O:16][CH2:17]Cl)([CH3:13])[CH3:12]. Product: [CH3:3][C:4]1[N:5]=[CH:6][N:7]([CH2:17][O:16][CH2:15][CH2:14][Si:11]([CH3:13])([CH3:12])[CH3:10])[C:8]=1[CH3:9]. The catalyst class is: 3. (2) Reactant: [CH3:1][C@H:2]1[CH2:7][C@H:6]([C:8]([OH:10])=[O:9])[N:5]([C:11]([C@@H:13]([NH:21][S:22]([C:25]2[CH:26]=[CH:27][CH:28]=[C:29]3[CH2:34][CH:33]([CH3:35])[CH2:32][NH:31][C:30]=23)(=[O:24])=[O:23])[CH2:14][CH2:15][CH2:16][NH:17][C:18]([NH2:20])=[NH:19])=[O:12])[CH2:4][CH2:3]1.[ClH:36].O1CCOCC1. Product: [CH3:1][C@H:2]1[CH2:7][C@H:6]([C:8]([OH:10])=[O:9])[N:5]([C:11]([C@@H:13]([NH:21][S:22]([C:25]2[CH:26]=[CH:27][CH:28]=[C:29]3[CH2:34][CH:33]([CH3:35])[CH2:32][NH:31][C:30]=23)(=[O:23])=[O:24])[CH2:14][CH2:15][CH2:16][NH:17][C:18]([NH2:20])=[NH:19])=[O:12])[CH2:4][CH2:3]1.[ClH:36]. The catalyst class is: 3. (3) Reactant: C(NC(C)C)(C)C.C([Li])CCC.[CH2:13]([O:15][C:16]([C:18]1([C:25]([O:27][CH2:28][CH3:29])=[O:26])[CH2:23][CH2:22][C:21](=[O:24])[CH2:20][CH2:19]1)=[O:17])[CH3:14].[F:30][C:31]([F:51])([F:50])[S:32](N(C1C=CC(Cl)=CN=1)[S:32]([C:31]([F:51])([F:50])[F:30])(=[O:34])=[O:33])(=[O:34])=[O:33]. Product: [CH2:28]([O:27][C:25]([C:18]1([C:16]([O:15][CH2:13][CH3:14])=[O:17])[CH2:23][CH2:22][C:21]([O:24][S:32]([C:31]([F:51])([F:50])[F:30])(=[O:34])=[O:33])=[CH:20][CH2:19]1)=[O:26])[CH3:29]. The catalyst class is: 7. (4) Reactant: [Cl:1][C:2]1[N:7]=[CH:6][C:5]([S:8](Cl)(=[O:10])=[O:9])=[CH:4][CH:3]=1.C(N(CC)CC)C.[NH2:19][CH:20]1[CH2:25][CH2:24][N:23]([C:26]([O:28][C:29]([CH3:32])([CH3:31])[CH3:30])=[O:27])[CH2:22][CH2:21]1.O. Product: [Cl:1][C:2]1[N:7]=[CH:6][C:5]([S:8]([NH:19][CH:20]2[CH2:21][CH2:22][N:23]([C:26]([O:28][C:29]([CH3:32])([CH3:31])[CH3:30])=[O:27])[CH2:24][CH2:25]2)(=[O:10])=[O:9])=[CH:4][CH:3]=1. The catalyst class is: 4. (5) Reactant: C(C(CCCC)COC(=O)CC[S:9][C:10]1[CH:19]=[C:18]2[C:13]([C:14]([C:23]3[CH:28]=[CH:27][CH:26]=[CH:25][CH:24]=3)=[CH:15][C:16]3[N:17]2[CH:20]=[N:21][N:22]=3)=[CH:12][CH:11]=1)C.N#N.CC(C)([O-])C.[K+].Br[CH2:43][CH2:44][CH2:45][C:46]([O:48][CH2:49][CH3:50])=[O:47]. Product: [CH2:49]([O:48][C:46](=[O:47])[CH2:45][CH2:44][CH2:43][S:9][C:10]1[CH:19]=[C:18]2[C:13]([C:14]([C:23]3[CH:28]=[CH:27][CH:26]=[CH:25][CH:24]=3)=[CH:15][C:16]3[N:17]2[CH:20]=[N:21][N:22]=3)=[CH:12][CH:11]=1)[CH3:50]. The catalyst class is: 173. (6) Reactant: [CH2:1]([O:8][C:9]1[CH:10]=[C:11]([CH:24]=[CH:25][C:26]=1[O:27][CH2:28][C:29]1[CH:34]=[CH:33][CH:32]=[CH:31][CH:30]=1)[C:12]1[O:13][C:14]2[C:19]([C:20](=[O:22])[CH:21]=1)=[CH:18][CH:17]=[C:16]([OH:23])[CH:15]=2)[C:2]1[CH:7]=[CH:6][CH:5]=[CH:4][CH:3]=1.C([O-])([O-])=O.[K+].[K+].Br[CH2:42][CH2:43][CH2:44][Cl:45]. Product: [Cl:45][CH2:44][CH2:43][CH2:42][O:23][C:16]1[CH:15]=[C:14]2[C:19]([C:20](=[O:22])[CH:21]=[C:12]([C:11]3[CH:24]=[CH:25][C:26]([O:27][CH2:28][C:29]4[CH:34]=[CH:33][CH:32]=[CH:31][CH:30]=4)=[C:9]([O:8][CH2:1][C:2]4[CH:3]=[CH:4][CH:5]=[CH:6][CH:7]=4)[CH:10]=3)[O:13]2)=[CH:18][CH:17]=1. The catalyst class is: 16.